This data is from Full USPTO retrosynthesis dataset with 1.9M reactions from patents (1976-2016). The task is: Predict the reactants needed to synthesize the given product. (1) The reactants are: [Br:1][C:2]1[CH:3]=[C:4]([NH2:25])[C:5]([NH:9][CH:10]2[CH2:15][CH2:14][N:13]([C@H:16]3[CH2:21][CH2:20][C@H:19]([O:22][CH2:23][CH3:24])[CH2:18][CH2:17]3)[CH2:12][CH2:11]2)=[CH:6][C:7]=1[CH3:8].[Cl:26][C:27](Cl)([O:29]C(=O)OC(Cl)(Cl)Cl)Cl.C(N(C(C)C)CC)(C)C. Given the product [ClH:26].[Br:1][C:2]1[C:7]([CH3:8])=[CH:6][C:5]2[N:9]([CH:10]3[CH2:15][CH2:14][N:13]([C@H:16]4[CH2:21][CH2:20][C@H:19]([O:22][CH2:23][CH3:24])[CH2:18][CH2:17]4)[CH2:12][CH2:11]3)[C:27](=[O:29])[NH:25][C:4]=2[CH:3]=1, predict the reactants needed to synthesize it. (2) Given the product [C:26]([O:30][C@@H:31]([C:37]1[C:46]([CH3:47])=[C:45]([F:23])[C:44]2[C:39](=[CH:40][C:41]([F:49])=[CH:42][C:43]=2[F:48])[C:38]=1[OH:50])[C:32]([O:34][CH2:35][CH3:36])=[O:33])([CH3:27])([CH3:29])[CH3:28], predict the reactants needed to synthesize it. The reactants are: C(O[C@@H](C1C(C)=C([F:23])C2C(=CC=C(Cl)C=2)C=1O)C(OCC)=O)(C)(C)C.[C:26]([O:30][C@@H:31]([C:37]1[C:46]([CH3:47])=[CH:45][C:44]2[C:39](=[CH:40][C:41]([F:49])=[CH:42][C:43]=2[F:48])[C:38]=1[O:50]S(C(F)(F)F)(=O)=O)[C:32]([O:34][CH2:35][CH3:36])=[O:33])([CH3:29])([CH3:28])[CH3:27]. (3) Given the product [F:15][C:13]1([F:16])[CH2:14][CH:12]1[CH2:11][N:10]1[C:5]2[C:6](=[N:7][C:2]([C:27]3[C:26]([F:34])=[C:25]([CH:30]=[CH:29][CH:28]=3)[C:23]([O:22][CH2:20][CH3:21])=[O:24])=[CH:3][CH:4]=2)[N:8]([CH3:19])[S:9]1(=[O:18])=[O:17], predict the reactants needed to synthesize it. The reactants are: Cl[C:2]1[N:7]=[C:6]2[N:8]([CH3:19])[S:9](=[O:18])(=[O:17])[N:10]([CH2:11][CH:12]3[CH2:14][C:13]3([F:16])[F:15])[C:5]2=[CH:4][CH:3]=1.[CH2:20]([O:22][C:23]([C:25]1[C:26]([F:34])=[C:27](B(O)O)[CH:28]=[CH:29][CH:30]=1)=[O:24])[CH3:21].P([O-])([O-])([O-])=O.[K+].[K+].[K+].COC1C=CC=C(OC)C=1C1C=CC=CC=1P(C1CCCCC1)C1CCCCC1. (4) Given the product [C:1]([O:5][C:6](=[O:34])[N:7]([CH:9]1[CH2:14][CH2:13][CH:12]([N:15]([CH2:16][C:17]2[CH:18]=[C:19]([C:25]3[CH:30]=[CH:29][C:28]([C:31](=[O:33])[NH2:32])=[CH:27][CH:26]=3)[CH:20]=[CH:21][C:22]=2[O:23][CH3:24])[C:41]([C:40]2[S:39][C:38]3[C:44]([F:49])=[CH:45][CH:46]=[C:47]([F:48])[C:37]=3[C:36]=2[Cl:35])=[O:42])[CH2:11][CH2:10]1)[CH3:8])([CH3:4])([CH3:2])[CH3:3], predict the reactants needed to synthesize it. The reactants are: [C:1]([O:5][C:6](=[O:34])[N:7]([CH:9]1[CH2:14][CH2:13][CH:12]([NH:15][CH2:16][C:17]2[CH:18]=[C:19]([C:25]3[CH:30]=[CH:29][C:28]([C:31](=[O:33])[NH2:32])=[CH:27][CH:26]=3)[CH:20]=[CH:21][C:22]=2[O:23][CH3:24])[CH2:11][CH2:10]1)[CH3:8])([CH3:4])([CH3:3])[CH3:2].[Cl:35][C:36]1[C:37]2[C:47]([F:48])=[CH:46][CH:45]=[C:44]([F:49])[C:38]=2[S:39][C:40]=1[C:41](Cl)=[O:42]. (5) Given the product [OH:12][C:13]1[C:14]([C:15]#[N:16])=[CH:17][N:9]=[C:1]([C:2]2[CH:7]=[CH:6][CH:5]=[CH:4][CH:3]=2)[N:8]=1, predict the reactants needed to synthesize it. The reactants are: [C:1]([NH2:9])(=[NH:8])[C:2]1[CH:7]=[CH:6][CH:5]=[CH:4][CH:3]=1.C([O:12][C:13](=O)[C:14](=[CH:17]OCC)[C:15]#[N:16])C. (6) Given the product [O:13]1[CH2:14][CH2:15][CH2:16][CH2:17][CH:18]1[O:1][C:2]1[CH:3]=[C:4]([CH:9]=[C:10]([O:12][CH:35]2[CH2:34][CH2:33][CH2:32][CH2:31][O:26]2)[CH:11]=1)[C:5]([O:7][CH3:8])=[O:6], predict the reactants needed to synthesize it. The reactants are: [OH:1][C:2]1[CH:3]=[C:4]([CH:9]=[C:10]([OH:12])[CH:11]=1)[C:5]([O:7][CH3:8])=[O:6].[O:13]1[CH:18]=[CH:17][CH2:16][CH2:15][CH2:14]1.[C:33]1(C)[CH:34]=[CH:35]C(S([O-])(=[O:26])=[O:26])=[CH:31][CH:32]=1.[NH+]1[CH:35]=[CH:34][CH:33]=[CH:32][CH:31]=1. (7) Given the product [C:1]([C:4]1[C:22](=[O:23])[C@@:8]2([CH3:24])[C:9]3[C:15]([OH:16])=[CH:14][C:13]([O:17][CH3:18])=[C:12]([C:19]([NH:21][CH2:39][C:29]4[C:30]5[C:35](=[CH:34][CH:33]=[CH:32][C:31]=5[F:38])[CH:36]=[CH:37][C:28]=4[CH2:26][CH3:27])=[O:20])[C:10]=3[O:11][C:7]2=[CH:6][C:5]=1[OH:25])(=[O:3])[CH3:2], predict the reactants needed to synthesize it. The reactants are: [C:1]([C:4]1[C:22](=[O:23])[C@@:8]2([CH3:24])[C:9]3[C:15]([OH:16])=[CH:14][C:13]([O:17][CH3:18])=[C:12]([C:19]([NH2:21])=[O:20])[C:10]=3[O:11][C:7]2=[CH:6][C:5]=1[OH:25])(=[O:3])[CH3:2].[CH2:26]([C:28]1[CH:37]=[CH:36][C:35]2[C:30](=[C:31]([F:38])[CH:32]=[CH:33][CH:34]=2)[C:29]=1[CH:39]=O)[CH3:27].C([SiH](CC)CC)C.FC(F)(F)C(O)=O.